Task: Predict the product of the given reaction.. Dataset: Forward reaction prediction with 1.9M reactions from USPTO patents (1976-2016) (1) Given the reactants [CH2:1]([N:8]1[C:16]2[C:11](=[CH:12][C:13](Br)=[CH:14][CH:15]=2)[C:10]([CH2:18][C:19]2[CH:24]=[CH:23][CH:22]=[CH:21][CH:20]=2)=[C:9]1[CH3:25])[C:2]1[CH:7]=[CH:6][CH:5]=[CH:4][CH:3]=1.C([O-])([O-])=O.[K+].[K+].[CH3:32][O:33][C:34]1[CH:39]=[CH:38][C:37](B(O)O)=[CH:36][CH:35]=1.ClCCl, predict the reaction product. The product is: [CH2:1]([N:8]1[C:16]2[C:11](=[CH:12][C:13]([C:37]3[CH:38]=[CH:39][C:34]([O:33][CH3:32])=[CH:35][CH:36]=3)=[CH:14][CH:15]=2)[C:10]([CH2:18][C:19]2[CH:24]=[CH:23][CH:22]=[CH:21][CH:20]=2)=[C:9]1[CH3:25])[C:2]1[CH:7]=[CH:6][CH:5]=[CH:4][CH:3]=1. (2) Given the reactants Cl[C:2]1[N:11]=[C:10]([NH:12][CH2:13][C:14]2[CH:19]=[CH:18][CH:17]=[CH:16][N:15]=2)[C:9]2[C:4](=[CH:5][CH:6]=[CH:7][CH:8]=2)[N:3]=1.[NH2:20][CH2:21][CH2:22][CH2:23][N:24]1[CH2:29][CH2:28][CH:27]([C:30]2[CH:31]=[C:32]([NH:36][C:37](=[O:39])[CH3:38])[CH:33]=[CH:34][CH:35]=2)[CH2:26][CH2:25]1, predict the reaction product. The product is: [N:15]1[CH:16]=[CH:17][CH:18]=[CH:19][C:14]=1[CH2:13][NH:12][C:10]1[C:9]2[C:4](=[CH:5][CH:6]=[CH:7][CH:8]=2)[N:3]=[C:2]([NH:20][CH2:21][CH2:22][CH2:23][N:24]2[CH2:29][CH2:28][CH:27]([C:30]3[CH:31]=[C:32]([NH:36][C:37](=[O:39])[CH3:38])[CH:33]=[CH:34][CH:35]=3)[CH2:26][CH2:25]2)[N:11]=1. (3) Given the reactants [F:1][C:2]1[CH:3]=[CH:4][C:5]([C:8](Cl)=[O:9])=[N:6][CH:7]=1.[OH-].[NH4+:12], predict the reaction product. The product is: [F:1][C:2]1[CH:3]=[CH:4][C:5]([C:8]([NH2:12])=[O:9])=[N:6][CH:7]=1. (4) Given the reactants [N:1]([C:4]1[N:5]=[C:6]([N:15]2[CH2:20][CH2:19][N:18]([C:21]([C:23]3[CH:28]=[CH:27][C:26]([C:29]4[CH:34]=[CH:33][CH:32]=[CH:31][CH:30]=4)=[CH:25][CH:24]=3)=[O:22])[CH2:17][CH2:16]2)[C:7]2[CH:12]=[C:11]([CH2:13][CH3:14])[S:10][C:8]=2[N:9]=1)=[N+]=[N-].CP(C)C.CO, predict the reaction product. The product is: [C:26]1([C:29]2[CH:34]=[CH:33][CH:32]=[CH:31][CH:30]=2)[CH:27]=[CH:28][C:23]([C:21]([N:18]2[CH2:17][CH2:16][N:15]([C:6]3[C:7]4[CH:12]=[C:11]([CH2:13][CH3:14])[S:10][C:8]=4[N:9]=[C:4]([NH2:1])[N:5]=3)[CH2:20][CH2:19]2)=[O:22])=[CH:24][CH:25]=1.